This data is from Full USPTO retrosynthesis dataset with 1.9M reactions from patents (1976-2016). The task is: Predict the reactants needed to synthesize the given product. (1) Given the product [OH:6][CH2:7][C@@H:8]1[N:12]([CH2:19][CH2:20][S:21][CH2:22][CH2:23][CH2:24][C:25]([O:27][CH3:28])=[O:26])[C:11](=[O:13])[CH2:10][CH2:9]1, predict the reactants needed to synthesize it. The reactants are: C(OC([O:6][CH2:7][C@@H:8]1[NH:12][C:11](=[O:13])[CH2:10][CH2:9]1)C)C.[I-].[K+].[H-].[Na+].Cl[CH2:19][CH2:20][S:21][CH2:22][CH2:23][CH2:24][C:25]([O:27][CH3:28])=[O:26].O.C1(C)C=CC(S(O)(=O)=O)=CC=1.C(=O)(O)[O-].[Na+]. (2) Given the product [Cl:52][C:49]1[CH:48]=[CH:47][C:46]([C@H:33]([C:32](=[O:53])[N:29]2[CH2:30][CH2:31][N:26]([C:18]3[C:17]([C:3]4[CH:2]=[N:1][CH:6]=[CH:5][CH:4]=4)=[CH:22][N:21]=[C:20]4[NH:23][CH:24]=[CH:25][C:19]=34)[CH2:27][CH2:28]2)[CH2:34][N:35]([CH:43]([CH3:45])[CH3:44])[C:36](=[O:42])[O:37][C:38]([CH3:41])([CH3:40])[CH3:39])=[CH:51][CH:50]=1, predict the reactants needed to synthesize it. The reactants are: [N:1]1[CH:6]=[CH:5][CH:4]=[C:3](B(O)O)[CH:2]=1.C(=O)([O-])[O-].[Na+].[Na+].Br[C:17]1[C:18]([N:26]2[CH2:31][CH2:30][N:29]([C:32](=[O:53])[C@@H:33]([C:46]3[CH:51]=[CH:50][C:49]([Cl:52])=[CH:48][CH:47]=3)[CH2:34][N:35]([CH:43]([CH3:45])[CH3:44])[C:36](=[O:42])[O:37][C:38]([CH3:41])([CH3:40])[CH3:39])[CH2:28][CH2:27]2)=[C:19]2[CH:25]=[CH:24][NH:23][C:20]2=[N:21][CH:22]=1. (3) Given the product [F:1][C:2]([F:33])([F:32])[C:3]1[CH:4]=[C:5]([C@H:13]2[O:17][C:16](=[O:18])[N:15]([CH2:19][C:20]3[CH:25]=[C:24]([C:26]([F:29])([F:28])[F:27])[CH:23]=[CH:22][C:21]=3[C:40]3[CH:39]=[C:38]([CH3:44])[S:37][C:36]=3[O:35][CH3:34])[C@H:14]2[CH3:31])[CH:6]=[C:7]([C:9]([F:12])([F:11])[F:10])[CH:8]=1, predict the reactants needed to synthesize it. The reactants are: [F:1][C:2]([F:33])([F:32])[C:3]1[CH:4]=[C:5]([C@H:13]2[O:17][C:16](=[O:18])[N:15]([CH2:19][C:20]3[CH:25]=[C:24]([C:26]([F:29])([F:28])[F:27])[CH:23]=[CH:22][C:21]=3I)[C@H:14]2[CH3:31])[CH:6]=[C:7]([C:9]([F:12])([F:11])[F:10])[CH:8]=1.[CH3:34][O:35][C:36]1[S:37][C:38]([CH3:44])=[CH:39][C:40]=1B(O)O.C(=O)([O-])[O-].[Na+].[Na+]. (4) Given the product [CH:1]1([C:4]2[NH:5][N:6]=[C:7]([NH:9][C:10]3[C:15]([C:16]#[CH:17])=[CH:14][N:13]=[C:12]([C:22]4[S:26][C:25]([C:27]([OH:30])([CH3:28])[CH3:29])=[CH:24][CH:23]=4)[N:11]=3)[CH:8]=2)[CH2:3][CH2:2]1, predict the reactants needed to synthesize it. The reactants are: [CH:1]1([C:4]2[CH:8]=[C:7]([NH:9][C:10]3[C:15]([C:16]#[C:17][Si](C)(C)C)=[CH:14][N:13]=[C:12]([C:22]4[S:26][C:25]([C:27]([OH:30])([CH3:29])[CH3:28])=[CH:24][CH:23]=4)[N:11]=3)[NH:6][N:5]=2)[CH2:3][CH2:2]1.C([O-])([O-])=O.[K+].[K+]. (5) Given the product [NH2:1][C:2]1[CH:7]=[CH:6][CH:5]=[CH:4][C:3]=1[NH:8][C:9](=[O:28])[C:10]1[CH:15]=[CH:14][C:13]([CH2:16][N:17]2[CH2:25][C:24]3[C:19](=[CH:20][CH:21]=[C:22]([C:34]4[CH:35]=[CH:36][C:31]([C:30]([F:41])([F:40])[F:29])=[CH:32][CH:33]=4)[CH:23]=3)[C:18]2=[O:27])=[CH:12][CH:11]=1, predict the reactants needed to synthesize it. The reactants are: [NH2:1][C:2]1[CH:7]=[CH:6][CH:5]=[CH:4][C:3]=1[NH:8][C:9](=[O:28])[C:10]1[CH:15]=[CH:14][C:13]([CH2:16][N:17]2[CH2:25][C:24]3[C:19](=[CH:20][CH:21]=[C:22](Br)[CH:23]=3)[C:18]2=[O:27])=[CH:12][CH:11]=1.[F:29][C:30]([F:41])([F:40])[C:31]1[CH:36]=[CH:35][C:34](B(O)O)=[CH:33][CH:32]=1. (6) Given the product [S:15]1[C:5]2[C:6]3[CH:14]=[CH:13][CH:12]=[CH:11][C:7]=3[O:8][CH2:9][CH2:10][C:4]=2[CH:3]=[C:2]1[C:19]1[CH:20]=[CH:21][N:16]=[CH:17][CH:18]=1, predict the reactants needed to synthesize it. The reactants are: Br[C:2]1[S:15][C:5]2[C:6]3[CH:14]=[CH:13][CH:12]=[CH:11][C:7]=3[O:8][CH2:9][CH2:10][C:4]=2[CH:3]=1.[N:16]1[CH:21]=[CH:20][C:19](B2OC(C)(C)C(C)(C)O2)=[CH:18][CH:17]=1. (7) Given the product [F:1][C:2]1[CH:3]=[C:4]([C:8]2[C:12]([C:13]([N:42]3[CH2:41][CH2:40][N:39]([C:45]4[CH:50]=[CH:49][CH:48]=[CH:47][C:46]=4[OH:51])[CH2:44][CH2:43]3)=[O:15])=[C:11]([CH3:16])[O:10][N:9]=2)[CH:5]=[CH:6][CH:7]=1, predict the reactants needed to synthesize it. The reactants are: [F:1][C:2]1[CH:3]=[C:4]([C:8]2[C:12]([C:13]([OH:15])=O)=[C:11]([CH3:16])[O:10][N:9]=2)[CH:5]=[CH:6][CH:7]=1.Cl.C(N=C=NCCCN(C)C)C.OC1C2N=NNC=2C=CC=1.[N:39]1([C:45]2[CH:50]=[CH:49][CH:48]=[CH:47][C:46]=2[OH:51])[CH2:44][CH2:43][NH:42][CH2:41][CH2:40]1. (8) Given the product [C@H:30]1([N:29]([CH3:28])[C:21]([C:19]2[N:20]=[C:16]([CH:13]3[CH2:14][CH2:15][N:10]([C:8](=[O:9])[CH2:7][N:6]4[C:2]([CH3:1])=[CH:3][C:4]([C:24]([F:27])([F:26])[F:25])=[N:5]4)[CH2:11][CH2:12]3)[S:17][CH:18]=2)=[O:22])[C:38]2[C:33](=[CH:34][CH:35]=[CH:36][CH:37]=2)[CH2:32][CH2:31]1, predict the reactants needed to synthesize it. The reactants are: [CH3:1][C:2]1[N:6]([CH2:7][C:8]([N:10]2[CH2:15][CH2:14][CH:13]([C:16]3[S:17][CH:18]=[C:19]([C:21](Cl)=[O:22])[N:20]=3)[CH2:12][CH2:11]2)=[O:9])[N:5]=[C:4]([C:24]([F:27])([F:26])[F:25])[CH:3]=1.[CH3:28][NH:29][C@H:30]1[C:38]2[C:33](=[CH:34][CH:35]=[CH:36][CH:37]=2)[CH2:32][CH:31]1C.C(N(CC)CC)C.Cl. (9) Given the product [NH2:16][C@H:12]([C:9]1[CH:10]=[CH:11][C:6]([S:3]([CH2:1][CH3:2])(=[O:5])=[O:4])=[CH:7][CH:8]=1)[CH2:13][CH2:14][OH:15], predict the reactants needed to synthesize it. The reactants are: [CH2:1]([S:3]([C:6]1[CH:11]=[CH:10][C:9]([C@@H:12]([NH:16]C(=O)OC(C)(C)C)[CH2:13][CH2:14][OH:15])=[CH:8][CH:7]=1)(=[O:5])=[O:4])[CH3:2].Cl.